Dataset: Full USPTO retrosynthesis dataset with 1.9M reactions from patents (1976-2016). Task: Predict the reactants needed to synthesize the given product. (1) Given the product [CH2:16]([O:9][C:3]1[CH:4]=[C:5]([OH:8])[CH:6]=[CH:7][C:2]=1[Cl:1])[C:17]1[CH:22]=[CH:21][CH:20]=[CH:19][CH:18]=1, predict the reactants needed to synthesize it. The reactants are: [Cl:1][C:2]1[CH:7]=[CH:6][C:5]([OH:8])=[CH:4][C:3]=1[OH:9].C(=O)([O-])[O-].[K+].[K+].[CH2:16](Br)[C:17]1[CH:22]=[CH:21][CH:20]=[CH:19][CH:18]=1. (2) Given the product [F:49][CH:14]([F:13])[O:15][C:16]1[CH:21]=[CH:20][CH:19]=[CH:18][C:17]=1[CH2:22][C:23]1[N:27]2[CH:28]=[C:29]([C:32]3[CH:33]=[N:34][C:35]([C:38]45[CH2:7][CH:43]4[CH2:42][CH:41]([C:44]([O:46][CH3:47])=[O:45])[CH2:40][CH2:39]5)=[N:36][CH:37]=3)[CH:30]=[CH:31][C:26]2=[N:25][C:24]=1[CH3:48], predict the reactants needed to synthesize it. The reactants are: [I-].C[S+](C)(C)=O.[CH3:7]C(C)([O-])C.[K+].[F:13][CH:14]([F:49])[O:15][C:16]1[CH:21]=[CH:20][CH:19]=[CH:18][C:17]=1[CH2:22][C:23]1[N:27]2[CH:28]=[C:29]([C:32]3[CH:33]=[N:34][C:35]([C:38]4[CH2:43][CH2:42][CH:41]([C:44]([O:46][CH3:47])=[O:45])[CH2:40][CH:39]=4)=[N:36][CH:37]=3)[CH:30]=[CH:31][C:26]2=[N:25][C:24]=1[CH3:48]. (3) Given the product [NH2:25][C:16]1[C:15]2[N:14]=[C:13]([CH2:26][CH2:27][CH3:28])[N:12]([CH2:11][CH2:10][CH2:9][CH2:8][NH:7][O:6][CH3:5])[C:24]=2[C:23]2[CH:22]=[CH:21][CH:20]=[CH:19][C:18]=2[N:17]=1, predict the reactants needed to synthesize it. The reactants are: C([BH3-])#N.[Na+].[CH3:5][O:6][N:7]=[CH:8][CH2:9][CH2:10][CH2:11][N:12]1[C:24]2[C:23]3[CH:22]=[CH:21][CH:20]=[CH:19][C:18]=3[N:17]=[C:16]([NH2:25])[C:15]=2[N:14]=[C:13]1[CH2:26][CH2:27][CH3:28].C(O)(=O)C.[OH-].[Na+]. (4) Given the product [CH2:1]([O:3][C:4](=[O:15])[CH2:5][CH2:6][C:7]1[CH:12]=[CH:11][CH:10]=[C:9]([N:13]2[C:20]([NH2:21])=[CH:19][C:18]([C:17]([CH3:24])([CH3:23])[CH3:16])=[N:14]2)[CH:8]=1)[CH3:2], predict the reactants needed to synthesize it. The reactants are: [CH2:1]([O:3][C:4](=[O:15])[CH2:5][CH2:6][C:7]1[CH:12]=[CH:11][CH:10]=[C:9]([NH:13][NH2:14])[CH:8]=1)[CH3:2].[CH3:16][C:17]([CH3:24])([CH3:23])[C:18](=O)[CH2:19][C:20]#[N:21]. (5) Given the product [CH3:12][C:11]1[C:2]([OH:1])=[CH:3][CH:4]=[C:5]2[C:10]=1[O:9][CH2:8][CH:7]1[C:13]3[CH:18]=[CH:17][CH:16]=[CH:15][C:14]=3[O:20][CH:6]21, predict the reactants needed to synthesize it. The reactants are: [OH:1][C:2]1[C:11]([CH3:12])=[C:10]2[C:5]([C:6](=[O:20])[C:7]([C:13]3[CH:18]=[CH:17][CH:16]=[CH:15][C:14]=3O)=[CH:8][O:9]2)=[CH:4][CH:3]=1.[BH4-].[Na+].O.Cl. (6) Given the product [CH:6]1[NH:7][CH:8]=[C:9]2[C:14]=1[CH:13]1[CH2:15][CH2:16][CH:10]2[CH:11]=[CH:12]1, predict the reactants needed to synthesize it. The reactants are: C(OC([C:6]1[NH:7][CH:8]=[C:9]2[C:14]=1[CH:13]1[CH2:15][CH2:16][CH:10]2[CH:11]=[CH:12]1)=O)C.[OH-].[K+]. (7) Given the product [Br:1][C:2]([F:12])([F:11])[C:3]([F:10])([F:9])[CH2:4][CH2:5][C:6]([Cl:21])=[O:7], predict the reactants needed to synthesize it. The reactants are: [Br:1][C:2]([F:12])([F:11])[C:3]([F:10])([F:9])[CH2:4][CH2:5][C:6](O)=[O:7].CN(C)C=O.C(Cl)(=O)C([Cl:21])=O.